The task is: Predict the reaction yield, written as a fraction of the theoretical maximum amount of product (1.0 means a 100% yield; for example, 0.34 means a 34% yield).. This data is from Reaction yield outcomes from USPTO patents with 853,638 reactions. (1) The reactants are [NH2:1][C:2]1[CH:7]=[C:6]([OH:8])[CH:5]=[CH:4][N:3]=1.C([O-])([O-])=O.[K+].[K+].[CH2:15](Br)[CH:16]=[CH2:17]. The catalyst is CN(C=O)C. The product is [CH2:17]([O:8][C:6]1[CH:5]=[CH:4][N:3]=[C:2]([NH2:1])[CH:7]=1)[CH:16]=[CH2:15]. The yield is 0.160. (2) The reactants are [CH2:1]([O:3][C:4]1[CH:17]=[C:16]2[C:7]([C:8]([C:19]3[CH:20]=[CH:21][C:22](=[O:26])[N:23]([CH3:25])[CH:24]=3)=[N:9][C@H:10]3[C@@H:15]2[CH2:14][C@H:13]([OH:18])[CH2:12][CH2:11]3)=[CH:6][C:5]=1[O:27][CH3:28])[CH3:2].[C:29]([OH:36])(=[O:35])/[CH:30]=[CH:31]/[C:32]([OH:34])=[O:33]. The catalyst is CC(C)=O.C(O)(C)C. The product is [C:29]([OH:36])(=[O:35])/[CH:30]=[CH:31]/[C:32]([OH:34])=[O:33].[CH2:1]([O:3][C:4]1[CH:17]=[C:16]2[C:7]([C:8]([C:19]3[CH:20]=[CH:21][C:22](=[O:26])[N:23]([CH3:25])[CH:24]=3)=[N:9][C@H:10]3[C@@H:15]2[CH2:14][C@H:13]([OH:18])[CH2:12][CH2:11]3)=[CH:6][C:5]=1[O:27][CH3:28])[CH3:2]. The yield is 0.510.